From a dataset of Full USPTO retrosynthesis dataset with 1.9M reactions from patents (1976-2016). Predict the reactants needed to synthesize the given product. (1) Given the product [I:1][C:5]1[CH:6]=[C:7]([CH:11]=[CH:12][C:4]=1[OH:3])[C:8]([OH:10])=[O:9], predict the reactants needed to synthesize it. The reactants are: [I:1]I.[OH:3][C:4]1[CH:12]=[CH:11][C:7]([C:8]([OH:10])=[O:9])=[CH:6][CH:5]=1. (2) Given the product [Br:15][C:16]1[C:17]([C:22]2[NH:26][N:25]=[CH:24][N:23]=2)=[C:18]([NH:21][C:12](=[O:14])[CH2:11][N:3]2[C:2](=[O:1])[CH:7]=[CH:6][N:5]3[N:8]=[CH:9][CH:10]=[C:4]23)[S:19][CH:20]=1, predict the reactants needed to synthesize it. The reactants are: [O:1]=[C:2]1[CH:7]=[CH:6][N:5]2[N:8]=[CH:9][CH:10]=[C:4]2[N:3]1[CH2:11][C:12]([OH:14])=O.[Br:15][C:16]1[C:17]([C:22]2[NH:26][N:25]=[CH:24][N:23]=2)=[C:18]([NH2:21])[S:19][CH:20]=1.